Dataset: Full USPTO retrosynthesis dataset with 1.9M reactions from patents (1976-2016). Task: Predict the reactants needed to synthesize the given product. (1) Given the product [CH3:14][C:13]([O:17][C:18]([NH:1][C@@H:2]1[CH2:7][CH2:6][C@H:5]([C:8]([OH:10])=[O:9])[CH2:4][CH2:3]1)=[O:19])([CH3:16])[CH3:15], predict the reactants needed to synthesize it. The reactants are: [NH2:1][C@@H:2]1[CH2:7][CH2:6][C@H:5]([C:8]([OH:10])=[O:9])[CH2:4][CH2:3]1.[OH-].[Na+].[C:13]([O:17][C:18](O[C:18]([O:17][C:13]([CH3:16])([CH3:15])[CH3:14])=[O:19])=[O:19])([CH3:16])([CH3:15])[CH3:14]. (2) Given the product [C:1]([O:5][C:6](=[O:32])[N:7]([C:17]1[S:18][C@@H:19]2[C@H:20]([C@:21]([C:24]3[CH:29]=[CH:28][CH:27]=[C:26]([F:30])[C:25]=3[F:31])([CH3:23])[N:22]=1)[C:35]2([F:37])[F:36])[CH2:8][C:9]1[CH:14]=[CH:13][C:12]([O:15][CH3:16])=[CH:11][CH:10]=1)([CH3:2])([CH3:3])[CH3:4], predict the reactants needed to synthesize it. The reactants are: [C:1]([O:5][C:6](=[O:32])[N:7]([C:17]1[S:18][CH:19]=[CH:20][C@:21]([C:24]2[CH:29]=[CH:28][CH:27]=[C:26]([F:30])[C:25]=2[F:31])([CH3:23])[N:22]=1)[CH2:8][C:9]1[CH:14]=[CH:13][C:12]([O:15][CH3:16])=[CH:11][CH:10]=1)([CH3:4])([CH3:3])[CH3:2].C[Si](C)(C)[C:35](Br)([F:37])[F:36].